From a dataset of Forward reaction prediction with 1.9M reactions from USPTO patents (1976-2016). Predict the product of the given reaction. (1) Given the reactants Br[C:2]1[CH:7]=[CH:6][C:5]([N+:8]([O-:10])=[O:9])=[CH:4][C:3]=1[C:11]([F:14])([F:13])[F:12].[C:15]([C:17]1[CH:22]=[CH:21][N:20]=[CH:19][CH:18]=1)#[CH:16].C(N(CC)CC)C, predict the reaction product. The product is: [N+:8]([C:5]1[CH:6]=[CH:7][C:2]([C:16]#[C:15][C:17]2[CH:22]=[CH:21][N:20]=[CH:19][CH:18]=2)=[C:3]([C:11]([F:14])([F:13])[F:12])[CH:4]=1)([O-:10])=[O:9]. (2) Given the reactants [Br:1]Br.[F:3][C:4]1[CH:9]=[CH:8][CH:7]=[CH:6][C:5]=1[OH:10], predict the reaction product. The product is: [Br:1][C:8]1[CH:7]=[CH:6][C:5]([OH:10])=[C:4]([F:3])[CH:9]=1. (3) Given the reactants [F:1][C:2]1([F:8])[CH2:4][CH:3]1[C:5](O)=[O:6].CCN(C(C)C)C(C)C.CN(C(ON1N=NC2C=CC=CC1=2)=[N+](C)C)C.[B-](F)(F)(F)F.[Br:40][C:41]1[CH:46]=[CH:45][N:44]=[C:43]([NH2:47])[CH:42]=1, predict the reaction product. The product is: [Br:40][C:41]1[CH:46]=[CH:45][N:44]=[C:43]([NH:47][C:5]([CH:3]2[CH2:4][C:2]2([F:8])[F:1])=[O:6])[CH:42]=1. (4) Given the reactants [NH2:1][C:2]1[CH:3]=[C:4]([C:8]2[S:12][C:11]([C:13]3[CH:14]=[C:15]4[C:19](=[CH:20][CH:21]=3)[C:18](=[O:22])[N:17]([CH3:23])[CH2:16]4)=[CH:10][CH:9]=2)[CH:5]=[N:6][CH:7]=1.[C:24]1([S:30](Cl)(=[O:32])=[O:31])[CH:29]=[CH:28][CH:27]=[CH:26][CH:25]=1, predict the reaction product. The product is: [CH3:23][N:17]1[CH2:16][C:15]2[C:19](=[CH:20][CH:21]=[C:13]([C:11]3[S:12][C:8]([C:4]4[CH:3]=[C:2]([NH:1][S:30]([C:24]5[CH:29]=[CH:28][CH:27]=[CH:26][CH:25]=5)(=[O:32])=[O:31])[CH:7]=[N:6][CH:5]=4)=[CH:9][CH:10]=3)[CH:14]=2)[C:18]1=[O:22]. (5) Given the reactants C[C:2]1[S:6][C:5]([CH2:7]Br)=[N:4][C:3]=1[Br:9].C(=O)([O-])[O-].[K+].[K+].Cl.[CH:17]12[CH2:22][CH:21]1[CH2:20][NH:19][CH2:18]2, predict the reaction product. The product is: [CH:17]12[CH2:22][CH:21]1[CH2:20][N:19]([CH2:7][C:5]1[S:6][CH:2]=[C:3]([Br:9])[N:4]=1)[CH2:18]2. (6) Given the reactants Br[C:2]1[CH:3]=[N:4][C:5]2[C:10]([C:11]=1[C:12]1[C:17]([O:18][CH3:19])=[CH:16][C:15]([C:20]3[CH:25]=[CH:24][CH:23]=[C:22]([F:26])[CH:21]=3)=[C:14]([Cl:27])[CH:13]=1)=[CH:9][CH:8]=[C:7]([S:28]([NH:31][C:32]1[CH:36]=[CH:35][O:34][N:33]=1)(=[O:30])=[O:29])[CH:6]=2.CC(C)([O-:40])C.[Na+].C(P(C(C)(C)C)C1C=CC=CC=1C1C(C(C)C)=CC(C(C)C)=CC=1C(C)C)(C)(C)C, predict the reaction product. The product is: [Cl:27][C:14]1[CH:13]=[C:12]([C:11]2[C:10]3[C:5](=[CH:6][C:7]([S:28]([NH:31][C:32]4[CH:36]=[CH:35][O:34][N:33]=4)(=[O:30])=[O:29])=[CH:8][CH:9]=3)[N:4]=[CH:3][C:2]=2[OH:40])[C:17]([O:18][CH3:19])=[CH:16][C:15]=1[C:20]1[CH:25]=[CH:24][CH:23]=[C:22]([F:26])[CH:21]=1.